Task: Regression. Given two drug SMILES strings and cell line genomic features, predict the synergy score measuring deviation from expected non-interaction effect.. Dataset: Merck oncology drug combination screen with 23,052 pairs across 39 cell lines Drug 1: N#Cc1ccc(Cn2cncc2CN2CCN(c3cccc(Cl)c3)C(=O)C2)cc1. Drug 2: NC1CCCCC1N.O=C(O)C(=O)O.[Pt+2]. Cell line: LOVO. Synergy scores: synergy=-2.45.